Dataset: Forward reaction prediction with 1.9M reactions from USPTO patents (1976-2016). Task: Predict the product of the given reaction. Given the reactants [CH2:1]([C@@H:5]1[N:10]([CH2:11][C:12]2[CH:16]=[C:15]([C:17]3C=C[CH:20]=[CH:19][CH:18]=3)[O:14][N:13]=2)[CH2:9][C@H:8]([CH2:23][CH:24]([CH3:26])[CH3:25])[NH:7][C:6]1=[O:27])[CH:2]([CH3:4])[CH3:3].C([C@@H]1NC[C@H](CC(C)C)NC1=O)C(C)C.[S:43]1C=CC=C1C1ON=C(C=O)C=1, predict the reaction product. The product is: [CH2:1]([C@@H:5]1[N:10]([CH2:11][C:12]2[CH:16]=[C:15]([C:17]3[S:43][CH:20]=[CH:19][CH:18]=3)[O:14][N:13]=2)[CH2:9][C@H:8]([CH2:23][CH:24]([CH3:26])[CH3:25])[NH:7][C:6]1=[O:27])[CH:2]([CH3:4])[CH3:3].